Dataset: Forward reaction prediction with 1.9M reactions from USPTO patents (1976-2016). Task: Predict the product of the given reaction. (1) Given the reactants [H-].[Na+].[CH3:3][N:4]1[CH2:9][CH2:8][NH:7][CH2:6][CH2:5]1.CS(O[CH2:15][C@@H:16]1[C@@H:25]([CH3:26])[C@H:24]([C:27]([C:29]2[CH:34]=[C:33]([O:35][CH3:36])[CH:32]=[C:31]([O:37][CH3:38])[CH:30]=2)=[O:28])[C@:23]2([CH3:39])[C@H:18]([C:19]([CH3:41])([CH3:40])[CH2:20][CH2:21][CH2:22]2)[CH2:17]1)(=O)=O.C([O-])(O)=O.[Na+], predict the reaction product. The product is: [CH3:38][O:37][C:31]1[CH:30]=[C:29]([C:27]([C@@H:24]2[C@:23]3([CH3:39])[C@H:18]([C:19]([CH3:41])([CH3:40])[CH2:20][CH2:21][CH2:22]3)[CH2:17][C@H:16]([CH2:15][N:7]3[CH2:8][CH2:9][N:4]([CH3:3])[CH2:5][CH2:6]3)[C@H:25]2[CH3:26])=[O:28])[CH:34]=[C:33]([O:35][CH3:36])[CH:32]=1. (2) Given the reactants [F:1][C:2]1[CH:3]=[C:4]([C:9]2[CH:21]=[CH:20][C:12]([C:13]([O:15]C(C)(C)C)=[O:14])=[CH:11][N:10]=2)[CH:5]=[C:6]([F:8])[CH:7]=1.FC1C=C(B(O)O)C=C(F)C=1.BrC1C=CC(C(OC(C)(C)C)=O)=CN=1, predict the reaction product. The product is: [F:8][C:6]1[CH:5]=[C:4]([C:9]2[CH:21]=[CH:20][C:12]([C:13]([OH:15])=[O:14])=[CH:11][N:10]=2)[CH:3]=[C:2]([F:1])[CH:7]=1. (3) Given the reactants [OH:1][N:2]=[C:3](Cl)[C:4]1[CH:15]=[CH:14][C:7]2[B:8]([OH:13])[O:9][C:10]([CH3:12])([CH3:11])[C:6]=2[CH:5]=1.[Cl:17][C:18]1[CH:23]=[C:22]([C:24]([C:26]([F:29])([F:28])[F:27])=[CH2:25])[CH:21]=[C:20]([Cl:30])[C:19]=1[Cl:31], predict the reaction product. The product is: [CH3:11][C:10]1([CH3:12])[O:9][B:8]([OH:13])[C:7]2[CH:14]=[CH:15][C:4]([C:3]3[CH2:25][C:24]([C:22]4[CH:21]=[C:20]([Cl:30])[C:19]([Cl:31])=[C:18]([Cl:17])[CH:23]=4)([C:26]([F:29])([F:28])[F:27])[O:1][N:2]=3)=[CH:5][C:6]1=2. (4) Given the reactants [CH2:1]([O:8][C:9]([NH:11][C@@H:12]([C@H:28]([O:35][Si:36]([C:39]([CH3:42])([CH3:41])[CH3:40])([CH3:38])[CH3:37])[C:29]1[CH:34]=[CH:33][CH:32]=[CH:31][CH:30]=1)[CH2:13][CH2:14][CH:15]1[O:17][CH:16]1[C:18]1[CH:27]=[CH:26][C:21]([C:22]([O:24][CH3:25])=[O:23])=[CH:20][CH:19]=1)=[O:10])[C:2]1[CH:7]=[CH:6][CH:5]=[CH:4][CH:3]=1.C1(P(C2C=CC=CC=2)C2C=CC=CC=2)C=CC=CC=1, predict the reaction product. The product is: [CH2:1]([O:8][C:9]([NH:11][C@@H:12]([C@H:28]([O:35][Si:36]([C:39]([CH3:42])([CH3:41])[CH3:40])([CH3:38])[CH3:37])[C:29]1[CH:30]=[CH:31][CH:32]=[CH:33][CH:34]=1)[CH2:13][CH2:14][C:15](=[O:17])[CH2:16][C:18]1[CH:19]=[CH:20][C:21]([C:22]([O:24][CH3:25])=[O:23])=[CH:26][CH:27]=1)=[O:10])[C:2]1[CH:3]=[CH:4][CH:5]=[CH:6][CH:7]=1. (5) The product is: [Cl:15][C:16]1[CH:21]=[C:20]([C:22]2[C:26]([N:27]3[CH2:32][CH2:31][N:30]([CH2:35][C:36]4[O:40][CH:39]=[CH:38][CH:37]=4)[CH2:29][CH2:28]3)=[CH:25][NH:24][N:23]=2)[C:19]([OH:33])=[CH:18][C:17]=1[OH:34]. Given the reactants C(O[BH-](OC(=O)C)OC(=O)C)(=O)C.[Na+].[Cl:15][C:16]1[CH:21]=[C:20]([C:22]2[C:26]([N:27]3[CH2:32][CH2:31][NH:30][CH2:29][CH2:28]3)=[CH:25][NH:24][N:23]=2)[C:19]([OH:33])=[CH:18][C:17]=1[OH:34].[CH:35](=O)[C:36]1[O:40][CH:39]=[CH:38][CH:37]=1.C(O)(=O)C, predict the reaction product.